Task: Predict the product of the given reaction.. Dataset: Forward reaction prediction with 1.9M reactions from USPTO patents (1976-2016) Given the reactants C([O:8][C:9]1[CH:10]=[C:11]2[C:16](=[CH:17][C:18]=1[O:19][CH3:20])[N:15]=[C:14]([C:21]1[CH:26]=[CH:25][CH:24]=[C:23]([N+:27]([O-:29])=[O:28])[CH:22]=1)[NH:13][C:12]2=[O:30])C1C=CC=CC=1, predict the reaction product. The product is: [OH:8][C:9]1[CH:10]=[C:11]2[C:16](=[CH:17][C:18]=1[O:19][CH3:20])[N:15]=[C:14]([C:21]1[CH:26]=[CH:25][CH:24]=[C:23]([N+:27]([O-:29])=[O:28])[CH:22]=1)[NH:13][C:12]2=[O:30].